Dataset: Forward reaction prediction with 1.9M reactions from USPTO patents (1976-2016). Task: Predict the product of the given reaction. Given the reactants [Cl:1][C:2]1[CH:7]=[CH:6][C:5]([C:8]#[C:9][C:10]2[CH:11]=[C:12]([C:28]([NH:30][CH3:31])=[O:29])[C:13](=[O:27])[N:14]([C:17]3[CH:22]=[CH:21][CH:20]=[C:19]([C:23]([F:26])([F:25])[F:24])[CH:18]=3)[C:15]=2[CH3:16])=[CH:4][CH:3]=1.C(O)=[O:33], predict the reaction product. The product is: [Cl:1][C:2]1[CH:7]=[CH:6][C:5]([CH2:8][C:9]([C:10]2[CH:11]=[C:12]([C:28]([NH:30][CH3:31])=[O:29])[C:13](=[O:27])[N:14]([C:17]3[CH:22]=[CH:21][CH:20]=[C:19]([C:23]([F:26])([F:25])[F:24])[CH:18]=3)[C:15]=2[CH3:16])=[O:33])=[CH:4][CH:3]=1.